This data is from NCI-60 drug combinations with 297,098 pairs across 59 cell lines. The task is: Regression. Given two drug SMILES strings and cell line genomic features, predict the synergy score measuring deviation from expected non-interaction effect. (1) Drug 1: COC1=C(C=C2C(=C1)N=CN=C2NC3=CC(=C(C=C3)F)Cl)OCCCN4CCOCC4. Drug 2: CC1=C(C(=O)C2=C(C1=O)N3CC4C(C3(C2COC(=O)N)OC)N4)N. Cell line: K-562. Synergy scores: CSS=33.7, Synergy_ZIP=1.03, Synergy_Bliss=6.16, Synergy_Loewe=1.83, Synergy_HSA=8.73. (2) Drug 1: CCC1(C2=C(COC1=O)C(=O)N3CC4=CC5=C(C=CC(=C5CN(C)C)O)N=C4C3=C2)O.Cl. Drug 2: C1CCC(C(C1)N)N.C(=O)(C(=O)[O-])[O-].[Pt+4]. Cell line: U251. Synergy scores: CSS=39.0, Synergy_ZIP=-1.77, Synergy_Bliss=-3.27, Synergy_Loewe=-21.3, Synergy_HSA=-2.22.